This data is from Catalyst prediction with 721,799 reactions and 888 catalyst types from USPTO. The task is: Predict which catalyst facilitates the given reaction. (1) Reactant: [C:1]1([CH:7]([C:28]2[CH:33]=[CH:32][CH:31]=[CH:30][CH:29]=2)[N:8]2[C:16]3[C:11](=[CH:12][CH:13]=[CH:14][CH:15]=3)[CH:10]([C:17]3[CH:22]=[C:21]([O:23][CH3:24])[C:20]([F:25])=[CH:19][C:18]=3[OH:26])[C:9]2=[O:27])[CH:6]=[CH:5][CH:4]=[CH:3][CH:2]=1.Cl[CH2:35]I.C(=O)([O-])[O-].[Cs+].[Cs+]. Product: [C:28]1([CH:7]([C:1]2[CH:2]=[CH:3][CH:4]=[CH:5][CH:6]=2)[N:8]2[C:16]3[C:11](=[CH:12][CH:13]=[CH:14][CH:15]=3)[C:10]3([C:17]4[CH:22]=[C:21]([O:23][CH3:24])[C:20]([F:25])=[CH:19][C:18]=4[O:26][CH2:35]3)[C:9]2=[O:27])[CH:33]=[CH:32][CH:31]=[CH:30][CH:29]=1. The catalyst class is: 7. (2) Product: [I:3][C:4]1[CH:5]=[N:6][N:7]([CH2:16][O:15][CH2:14][CH2:13][Si:10]([CH3:12])([CH3:11])[CH3:9])[CH:8]=1. Reactant: [H-].[Na+].[I:3][C:4]1[CH:5]=[N:6][NH:7][CH:8]=1.[CH3:9][Si:10]([CH2:13][CH2:14][O:15][CH2:16]Cl)([CH3:12])[CH3:11].O. The catalyst class is: 1. (3) The catalyst class is: 3. Product: [CH3:1][O:2][C:3]1[CH:27]=[C:26]([O:28][CH3:29])[CH:25]=[CH:24][C:4]=1[CH2:5][N:6]([C:19]1[S:20][CH:21]=[CH:22][N:23]=1)[S:7]([C:10]1[CH:15]=[C:14]([F:16])[C:13]([O:41][C@H:37]2[CH2:38][CH2:39][CH2:40][C@@H:36]2[C:35]2[N:31]([CH3:30])[N:32]=[CH:33][CH:34]=2)=[CH:12][C:11]=1[F:18])(=[O:9])=[O:8]. Reactant: [CH3:1][O:2][C:3]1[CH:27]=[C:26]([O:28][CH3:29])[CH:25]=[CH:24][C:4]=1[CH2:5][N:6]([C:19]1[S:20][CH:21]=[CH:22][N:23]=1)[S:7]([C:10]1[CH:15]=[C:14]([F:16])[C:13](F)=[CH:12][C:11]=1[F:18])(=[O:9])=[O:8].[CH3:30][N:31]1[C:35]([C@H:36]2[CH2:40][CH2:39][CH2:38][C@@H:37]2[OH:41])=[CH:34][CH:33]=[N:32]1.[H-].[Na+]. (4) Reactant: [CH3:1][O:2][C:3](=[O:12])[C:4]1[CH:9]=[C:8](I)[CH:7]=[C:6]([Br:11])[CH:5]=1.[Br-].[CH3:14][C:15]1[CH:16]=[CH:17][C:18]([Zn+])=[N:19][CH:20]=1.C(=O)(O)[O-].[Na+]. Product: [Br:11][C:6]1[CH:5]=[C:4]([CH:9]=[C:8]([C:18]2[CH:17]=[CH:16][C:15]([CH3:14])=[CH:20][N:19]=2)[CH:7]=1)[C:3]([O:2][CH3:1])=[O:12]. The catalyst class is: 602. (5) Reactant: Cl.CN.[C:4]([BH3-])#[N:5].[Na+].[Br:8][C:9]1[CH:10]=[C:11]([CH:14]=O)[S:12][CH:13]=1.[OH-].[Na+]. Product: [Br:8][C:9]1[CH:10]=[C:11]([CH2:14][NH:5][CH3:4])[S:12][CH:13]=1. The catalyst class is: 5. (6) Reactant: [Cl:1][C:2]1[CH:3]=[C:4]([NH:8][C:9]2[N:14]=[C:13]([C:15]3[CH:20]=[CH:19][N:18]=[C:17]([NH:21][NH2:22])[CH:16]=3)[CH:12]=[CH:11][N:10]=2)[CH:5]=[CH:6][CH:7]=1.[C:23]([CH2:31][CH2:32][C:33](O)=[O:34])(=O)[C:24]1[CH:29]=[CH:28][CH:27]=[CH:26][CH:25]=1. Product: [Cl:1][C:2]1[CH:3]=[C:4]([NH:8][C:9]2[N:14]=[C:13]([C:15]3[CH:20]=[CH:19][N:18]=[C:17]([N:21]4[C:33](=[O:34])[CH2:32][CH2:31][C:23]([C:24]5[CH:29]=[CH:28][CH:27]=[CH:26][CH:25]=5)=[N:22]4)[CH:16]=3)[CH:12]=[CH:11][N:10]=2)[CH:5]=[CH:6][CH:7]=1. The catalyst class is: 51. (7) Reactant: Br[C:2]1[CH:3]=[CH:4][C:5]2[O:9][CH:8]([C:10]([OH:12])=[O:11])[CH2:7][C:6]=2[CH:13]=1.[B:14]1([B:14]2[O:18][C:17]([CH3:20])([CH3:19])[C:16]([CH3:22])([CH3:21])[O:15]2)[O:18][C:17]([CH3:20])([CH3:19])[C:16]([CH3:22])([CH3:21])[O:15]1.C([O-])(=O)C.[K+]. Product: [CH3:21][C:16]1([CH3:22])[C:17]([CH3:20])([CH3:19])[O:18][B:14]([C:2]2[CH:3]=[CH:4][C:5]3[O:9][CH:8]([C:10]([OH:12])=[O:11])[CH2:7][C:6]=3[CH:13]=2)[O:15]1. The catalyst class is: 16. (8) Reactant: [OH:1][C:2]1([C:15]([OH:17])=O)[CH2:7][CH2:6][CH2:5][N:4]([C:8]2[CH:13]=[CH:12][CH:11]=[CH:10][CH:9]=2)[C:3]1=[O:14].[Cl:18][C:19]1[CH:20]=[C:21]([CH:24]=[C:25]([F:27])[CH:26]=1)[CH2:22][NH2:23].C(N(CC)CC)C. Product: [Cl:18][C:19]1[CH:20]=[C:21]([CH:24]=[C:25]([F:27])[CH:26]=1)[CH2:22][NH:23][C:15]([C:2]1([OH:1])[CH2:7][CH2:6][CH2:5][N:4]([C:8]2[CH:9]=[CH:10][CH:11]=[CH:12][CH:13]=2)[C:3]1=[O:14])=[O:17]. The catalyst class is: 4.